From a dataset of Catalyst prediction with 721,799 reactions and 888 catalyst types from USPTO. Predict which catalyst facilitates the given reaction. (1) Product: [NH2:1][C:2]1[C:7]([O:8][CH2:9][CH:10]2[CH2:15][CH2:14][N:13]([C:16]([O:18][C:19]([CH3:22])([CH3:21])[CH3:20])=[O:17])[CH2:12][CH2:11]2)=[CH:6][C:5]([B:24]2[O:28][C:27]([CH3:30])([CH3:29])[C:26]([CH3:32])([CH3:31])[O:25]2)=[CH:4][N:3]=1. The catalyst class is: 418. Reactant: [NH2:1][C:2]1[C:7]([O:8][CH2:9][CH:10]2[CH2:15][CH2:14][N:13]([C:16]([O:18][C:19]([CH3:22])([CH3:21])[CH3:20])=[O:17])[CH2:12][CH2:11]2)=[CH:6][C:5](Br)=[CH:4][N:3]=1.[B:24]1([B:24]2[O:28][C:27]([CH3:30])([CH3:29])[C:26]([CH3:32])([CH3:31])[O:25]2)[O:28][C:27]([CH3:30])([CH3:29])[C:26]([CH3:32])([CH3:31])[O:25]1.CC([O-])=O.[K+]. (2) Reactant: [C:1]([C:5]1[CH:6]=[C:7]([NH:17][C:18](=O)[O:19]CC(Cl)(Cl)Cl)[N:8]([C:10]2[CH:15]=[CH:14][C:13]([CH3:16])=[CH:12][CH:11]=2)[N:9]=1)([CH3:4])([CH3:3])[CH3:2].[C:26]([O:30][C:31]([N:33]1[CH2:38][CH2:37][CH:36]([NH:39][C:40]2[CH:45]=[CH:44][C:43]([NH2:46])=[CH:42][N:41]=2)[CH2:35][CH2:34]1)=[O:32])([CH3:29])([CH3:28])[CH3:27].C(=O)([O-])[O-].[K+].[K+]. Product: [C:26]([O:30][C:31]([N:33]1[CH2:34][CH2:35][CH:36]([NH:39][C:40]2[CH:45]=[CH:44][C:43]([NH:46][C:18]([NH:17][C:7]3[N:8]([C:10]4[CH:15]=[CH:14][C:13]([CH3:16])=[CH:12][CH:11]=4)[N:9]=[C:5]([C:1]([CH3:4])([CH3:3])[CH3:2])[CH:6]=3)=[O:19])=[CH:42][N:41]=2)[CH2:37][CH2:38]1)=[O:32])([CH3:29])([CH3:27])[CH3:28]. The catalyst class is: 10. (3) Reactant: [CH3:1][O:2][C:3]([C:5]1[S:6][C:7]([S:21][CH3:22])=[C:8]([S:10]([C:13]2[CH:14]=[N:15][C:16](Cl)=[C:17]([Br:19])[CH:18]=2)(=[O:12])=[O:11])[CH:9]=1)=[O:4].[NH2:23][CH2:24][C:25]1[CH:26]=[N:27][C:28]([C:31]([F:34])([F:33])[F:32])=[CH:29][CH:30]=1.C(N(C(C)C)CC)(C)C.C1COCC1. Product: [CH3:1][O:2][C:3]([C:5]1[S:6][C:7]([S:21][CH3:22])=[C:8]([S:10]([C:13]2[CH:14]=[N:15][C:16]([NH:23][CH2:24][C:25]3[CH:26]=[N:27][C:28]([C:31]([F:34])([F:32])[F:33])=[CH:29][CH:30]=3)=[C:17]([Br:19])[CH:18]=2)(=[O:12])=[O:11])[CH:9]=1)=[O:4]. The catalyst class is: 329. (4) Reactant: [NH:1]([C:5]1[CH:14]=[C:13]2[C:8]([C:9]([CH2:16][C:17]3[CH:22]=[CH:21][N:20]=[CH:19][CH:18]=3)=[N:10][N:11]=[C:12]2[Cl:15])=[CH:7][CH:6]=1)[C:2]([CH3:4])=[O:3].[Cl:23][C:24]1[CH:25]=[C:26]([CH:28]=[CH:29][CH:30]=1)[NH2:27]. Product: [ClH:15].[NH:1]([C:5]1[CH:14]=[C:13]2[C:8]([C:9]([CH2:16][C:17]3[CH:22]=[CH:21][N:20]=[CH:19][CH:18]=3)=[N:10][N:11]=[C:12]2[NH:27][C:26]2[CH:28]=[CH:29][CH:30]=[C:24]([Cl:23])[CH:25]=2)=[CH:7][CH:6]=1)[C:2]([CH3:4])=[O:3]. The catalyst class is: 51.